From a dataset of Reaction yield outcomes from USPTO patents with 853,638 reactions. Predict the reaction yield, written as a fraction of the theoretical maximum amount of product (1.0 means a 100% yield; for example, 0.34 means a 34% yield). (1) The reactants are [Cl:1][C:2]1[CH:3]=[C:4]([CH:7]=[C:8]([Cl:27])[C:9]=1[C:10]1[S:11][C:12]2[C:13]([NH:19][C:20]3[CH:25]=[C:24](Cl)[N:23]=[CH:22][N:21]=3)=[N:14][CH:15]=[CH:16][C:17]=2[N:18]=1)[C:5]#[N:6].[CH2:28]([CH2:30][NH2:31])[OH:29]. The catalyst is CN1C(=O)CCC1. The product is [Cl:27][C:8]1[CH:7]=[C:4]([CH:3]=[C:2]([Cl:1])[C:9]=1[C:10]1[S:11][C:12]2[C:13]([NH:19][C:20]3[CH:25]=[C:24]([NH:31][CH2:30][CH2:28][OH:29])[N:23]=[CH:22][N:21]=3)=[N:14][CH:15]=[CH:16][C:17]=2[N:18]=1)[C:5]#[N:6]. The yield is 0.450. (2) The reactants are [F:1][C:2]1[CH:7]=[CH:6][C:5]([NH:8][C:9]2[C:10]3[C:17]([CH3:18])=[C:16]([C:19]([O:21]C)=[O:20])[S:15][C:11]=3[N:12]=[CH:13][N:14]=2)=[C:4]([O:23][CH:24]2[CH2:29][CH2:28][O:27][CH2:26][CH2:25]2)[CH:3]=1.O.[OH-].[Li+].Cl. The catalyst is C1COCC1.O. The product is [F:1][C:2]1[CH:7]=[CH:6][C:5]([NH:8][C:9]2[C:10]3[C:17]([CH3:18])=[C:16]([C:19]([OH:21])=[O:20])[S:15][C:11]=3[N:12]=[CH:13][N:14]=2)=[C:4]([O:23][CH:24]2[CH2:25][CH2:26][O:27][CH2:28][CH2:29]2)[CH:3]=1. The yield is 0.990. (3) The reactants are [NH2:1][C:2]1[CH:3]=[N:4][N:5]([CH3:22])[C:6]=1[N:7]1[CH2:13][CH2:12][CH:11]([F:14])[CH:10]([NH:15]C(=O)C(F)(F)F)[CH2:9][CH2:8]1.C(OC([NH:30][C:31]1[S:35][C:34]([C:36]2[CH:41]=[CH:40][CH:39]=[CH:38][N:37]=2)=[N:33][C:32]=1[C:42](O)=[O:43])=O)(C)(C)C. No catalyst specified. The product is [NH2:30][C:31]1[S:35][C:34]([C:36]2[CH:41]=[CH:40][CH:39]=[CH:38][N:37]=2)=[N:33][C:32]=1[C:42]([NH:1][C:2]1[CH:3]=[N:4][N:5]([CH3:22])[C:6]=1[N:7]1[CH2:13][CH2:12][C@H:11]([F:14])[C@@H:10]([NH2:15])[CH2:9][CH2:8]1)=[O:43]. The yield is 0.740.